This data is from Retrosynthesis with 50K atom-mapped reactions and 10 reaction types from USPTO. The task is: Predict the reactants needed to synthesize the given product. (1) Given the product Cc1ncc(CN2CCN(c3cccc4ccc(O)cc34)C(=O)C2)n1Cc1ccc(C#N)c(F)c1, predict the reactants needed to synthesize it. The reactants are: Cc1ncc(CN2CCN(c3cccc4ccc(OCc5ccccc5)cc34)C(=O)C2)n1Cc1ccc(C#N)c(F)c1. (2) Given the product N#Cc1cnc(NS(=O)(=O)c2cccc(Cl)c2Cl)c(OCc2cccnc2)n1, predict the reactants needed to synthesize it. The reactants are: O=S(=O)(Nc1ncc(Br)nc1OCc1cccnc1)c1cccc(Cl)c1Cl.[C-]#N. (3) Given the product COCC(COc1noc2ccc(Cl)cc12)NCc1cc(C(C)(C)C)c(O)c(C(C)(C)C)c1, predict the reactants needed to synthesize it. The reactants are: CC(C)(C)c1cc(C=O)cc(C(C)(C)C)c1O.COCC(N)COc1noc2ccc(Cl)cc12. (4) The reactants are: CC(O)c1c(F)cc2ncccc2c1F.O=C1NC(=O)c2ccccc21. Given the product CC(c1c(F)cc2ncccc2c1F)N1C(=O)c2ccccc2C1=O, predict the reactants needed to synthesize it.